Task: Regression. Given two drug SMILES strings and cell line genomic features, predict the synergy score measuring deviation from expected non-interaction effect.. Dataset: NCI-60 drug combinations with 297,098 pairs across 59 cell lines (1) Drug 1: COC1=CC(=CC(=C1O)OC)C2C3C(COC3=O)C(C4=CC5=C(C=C24)OCO5)OC6C(C(C7C(O6)COC(O7)C8=CC=CS8)O)O. Drug 2: CC1CCC2CC(C(=CC=CC=CC(CC(C(=O)C(C(C(=CC(C(=O)CC(OC(=O)C3CCCCN3C(=O)C(=O)C1(O2)O)C(C)CC4CCC(C(C4)OC)OCCO)C)C)O)OC)C)C)C)OC. Cell line: HCC-2998. Synergy scores: CSS=29.8, Synergy_ZIP=-1.38, Synergy_Bliss=2.24, Synergy_Loewe=3.40, Synergy_HSA=4.58. (2) Drug 1: CCC1(CC2CC(C3=C(CCN(C2)C1)C4=CC=CC=C4N3)(C5=C(C=C6C(=C5)C78CCN9C7C(C=CC9)(C(C(C8N6C=O)(C(=O)OC)O)OC(=O)C)CC)OC)C(=O)OC)O.OS(=O)(=O)O. Drug 2: CC1C(C(CC(O1)OC2CC(CC3=C2C(=C4C(=C3O)C(=O)C5=C(C4=O)C(=CC=C5)OC)O)(C(=O)CO)O)N)O.Cl. Cell line: HCT116. Synergy scores: CSS=32.8, Synergy_ZIP=3.66, Synergy_Bliss=4.22, Synergy_Loewe=2.90, Synergy_HSA=2.67. (3) Synergy scores: CSS=5.02, Synergy_ZIP=-4.79, Synergy_Bliss=1.22, Synergy_Loewe=-18.8, Synergy_HSA=-1.54. Drug 1: CC1OCC2C(O1)C(C(C(O2)OC3C4COC(=O)C4C(C5=CC6=C(C=C35)OCO6)C7=CC(=C(C(=C7)OC)O)OC)O)O. Cell line: HT29. Drug 2: CC(C)NC(=O)C1=CC=C(C=C1)CNNC.Cl.